This data is from Catalyst prediction with 721,799 reactions and 888 catalyst types from USPTO. The task is: Predict which catalyst facilitates the given reaction. (1) Reactant: [C:1]1([C:7]2[C:15]3[C:10](=[CH:11][CH:12]=[C:13]([N:16]4[CH:20]=[CH:19][CH:18]=[CH:17]4)[CH:14]=3)[NH:9][C:8]=2[C:21]([O:23]CC)=[O:22])[CH:6]=[CH:5][CH:4]=[CH:3][CH:2]=1. Product: [C:1]1([C:7]2[C:15]3[C:10](=[CH:11][CH:12]=[C:13]([N:16]4[CH:20]=[CH:19][CH:18]=[CH:17]4)[CH:14]=3)[NH:9][C:8]=2[C:21]([OH:23])=[O:22])[CH:2]=[CH:3][CH:4]=[CH:5][CH:6]=1. The catalyst class is: 6. (2) Reactant: [CH:1]([C:3]1[CH:4]=[CH:5][CH:6]=[C:7]2[C:12]=1[CH:11]=[C:10]([OH:13])[CH:9]=[CH:8]2)=[CH2:2].N1C=CN=C1.Cl[Si:20]([CH:27]([CH3:29])[CH3:28])([CH:24]([CH3:26])[CH3:25])[CH:21]([CH3:23])[CH3:22].O. Product: [CH:21]([Si:20]([CH:27]([CH3:29])[CH3:28])([CH:24]([CH3:26])[CH3:25])[O:13][C:10]1[CH:9]=[CH:8][C:7]2[C:12](=[C:3]([CH:1]=[CH2:2])[CH:4]=[CH:5][CH:6]=2)[CH:11]=1)([CH3:23])[CH3:22]. The catalyst class is: 9.